This data is from NCI-60 drug combinations with 297,098 pairs across 59 cell lines. The task is: Regression. Given two drug SMILES strings and cell line genomic features, predict the synergy score measuring deviation from expected non-interaction effect. (1) Synergy scores: CSS=39.3, Synergy_ZIP=-4.11, Synergy_Bliss=-9.66, Synergy_Loewe=-10.0, Synergy_HSA=-8.40. Cell line: HCC-2998. Drug 2: B(C(CC(C)C)NC(=O)C(CC1=CC=CC=C1)NC(=O)C2=NC=CN=C2)(O)O. Drug 1: CCC1(C2=C(COC1=O)C(=O)N3CC4=CC5=C(C=CC(=C5CN(C)C)O)N=C4C3=C2)O.Cl. (2) Drug 1: C1C(C(OC1N2C=NC3=C(N=C(N=C32)Cl)N)CO)O. Drug 2: C1=NC2=C(N=C(N=C2N1C3C(C(C(O3)CO)O)O)F)N. Cell line: MDA-MB-231. Synergy scores: CSS=36.8, Synergy_ZIP=-1.30, Synergy_Bliss=0.588, Synergy_Loewe=-15.6, Synergy_HSA=3.08.